Predict the reaction yield, written as a fraction of the theoretical maximum amount of product (1.0 means a 100% yield; for example, 0.34 means a 34% yield). From a dataset of Reaction yield outcomes from USPTO patents with 853,638 reactions. The reactants are [Si:1]([O:8][CH2:9][C:10]1[CH:19]=[CH:18][C:13]([C:14]([NH:16][NH2:17])=[O:15])=[CH:12][CH:11]=1)([C:4]([CH3:7])([CH3:6])[CH3:5])([CH3:3])[CH3:2].Cl.[CH:21]1([C:24](=N)OCC)[CH2:23][CH2:22]1. No catalyst specified. The product is [Si:1]([O:8][CH2:9][C:10]1[CH:11]=[CH:12][C:13]([C:14]2[O:15][C:24]([CH:21]3[CH2:23][CH2:22]3)=[N:17][N:16]=2)=[CH:18][CH:19]=1)([C:4]([CH3:7])([CH3:6])[CH3:5])([CH3:3])[CH3:2]. The yield is 0.400.